Dataset: Forward reaction prediction with 1.9M reactions from USPTO patents (1976-2016). Task: Predict the product of the given reaction. Given the reactants [CH3:1][O:2][C:3]1[C:8]2[S:9][C:10]([C:12]([F:15])([F:14])[F:13])=[CH:11][C:7]=2[C:6]([C:16](=[O:19])[CH2:17][CH3:18])=[CH:5][CH:4]=1.[H-].[Na+].[Cl-].[NH4+].[C:24](=[O:29])([O:27][CH3:28])OC, predict the reaction product. The product is: [CH3:1][O:2][C:3]1[C:8]2[S:9][C:10]([C:12]([F:13])([F:14])[F:15])=[CH:11][C:7]=2[C:6]([C:16](=[O:19])[CH:17]([CH3:18])[C:24]([O:27][CH3:28])=[O:29])=[CH:5][CH:4]=1.